Task: Predict which catalyst facilitates the given reaction.. Dataset: Catalyst prediction with 721,799 reactions and 888 catalyst types from USPTO (1) Reactant: [F:1][C:2]([F:21])([C:8]1[CH:13]=[CH:12][C:11]([C:14]2[CH:19]=[CH:18][C:17]([F:20])=[CH:16][CH:15]=2)=[CH:10][CH:9]=1)[C:3]([O:5]CC)=[O:4].CO.O.[OH-].[Li+]. Product: [F:21][C:2]([F:1])([C:8]1[CH:9]=[CH:10][C:11]([C:14]2[CH:19]=[CH:18][C:17]([F:20])=[CH:16][CH:15]=2)=[CH:12][CH:13]=1)[C:3]([OH:5])=[O:4]. The catalyst class is: 30. (2) Reactant: [Cl:1][C:2]1[N:7]=[C:6]([N:8]([C:24]([O:26][C:27]([CH3:30])([CH3:29])[CH3:28])=[O:25])[N:9]([C:17]([O:19][C:20]([CH3:23])([CH3:22])[CH3:21])=[O:18])[C:10]([O:12][C:13]([CH3:16])([CH3:15])[CH3:14])=[O:11])[C:5]([F:31])=[C:4](Cl)[N:3]=1.C(N(CC)CC)C.Cl.[NH2:41][CH2:42][C:43]1[S:44][CH:45]=[CH:46][N:47]=1. Product: [Cl:1][C:2]1[N:7]=[C:6]([N:8]([C:24]([O:26][C:27]([CH3:30])([CH3:29])[CH3:28])=[O:25])[N:9]([C:10]([O:12][C:13]([CH3:14])([CH3:15])[CH3:16])=[O:11])[C:17]([O:19][C:20]([CH3:21])([CH3:22])[CH3:23])=[O:18])[C:5]([F:31])=[C:4]([NH:41][CH2:42][C:43]2[S:44][CH:45]=[CH:46][N:47]=2)[N:3]=1. The catalyst class is: 20. (3) Reactant: [Cl:1][C:2]1[CH:25]=[CH:24][C:5]([CH2:6][C:7]2([C:10]3[CH:15]=[CH:14][C:13]([O:16][C:17]4[CH:22]=[CH:21][C:20]([Cl:23])=[CH:19][CH:18]=4)=[CH:12][N:11]=3)[CH2:9][O:8]2)=[C:4]([F:26])[CH:3]=1.[NH:27]1[CH:31]=[N:30][N:29]=[N:28]1.C([O-])([O-])=O.[K+].[K+].N#N. Product: [Cl:1][C:2]1[CH:25]=[CH:24][C:5]([CH2:6][C:7]([C:10]2[CH:15]=[CH:14][C:13]([O:16][C:17]3[CH:22]=[CH:21][C:20]([Cl:23])=[CH:19][CH:18]=3)=[CH:12][N:11]=2)([OH:8])[CH2:9][N:27]2[CH:31]=[N:30][N:29]=[N:28]2)=[C:4]([F:26])[CH:3]=1. The catalyst class is: 16. (4) Reactant: [OH-].[K+].[CH3:3][C:4]([CH3:29])=[CH:5][CH2:6][O:7][C:8]1[C:17]([C:18](=[O:20])[CH3:19])=[C:16]2[C:11]([C:12](=[O:28])[C:13]([CH3:27])=[C:14]([C:21]3[CH:26]=[CH:25][CH:24]=[CH:23][CH:22]=3)[O:15]2)=[CH:10][CH:9]=1.[Cl:30][C:31]1[CH:38]=[CH:37][C:34]([CH:35]=O)=[CH:33][CH:32]=1. Product: [CH3:27][C:13]1[C:12](=[O:28])[C:11]2[C:16](=[C:17]([C:18](=[O:20])[CH:19]=[CH:35][C:34]3[CH:37]=[CH:38][C:31]([Cl:30])=[CH:32][CH:33]=3)[C:8]([O:7][CH2:6][CH:5]=[C:4]([CH3:29])[CH3:3])=[CH:9][CH:10]=2)[O:15][C:14]=1[C:21]1[CH:22]=[CH:23][CH:24]=[CH:25][CH:26]=1. The catalyst class is: 40. (5) Reactant: [C:1]([C:3]1[CH:4]=[C:5]([CH:26]=[CH:27][C:28]=1[O:29][CH:30]([CH3:32])[CH3:31])[CH2:6][O:7][C:8]1[CH:16]=[CH:15][C:14]2[NH:13][C:12]3[CH:17]([CH2:20][C:21]([O:23]CC)=[O:22])[CH2:18][CH2:19][C:11]=3[C:10]=2[CH:9]=1)#[N:2].[Li+].[OH-].Cl. Product: [C:1]([C:3]1[CH:4]=[C:5]([CH:26]=[CH:27][C:28]=1[O:29][CH:30]([CH3:32])[CH3:31])[CH2:6][O:7][C:8]1[CH:16]=[CH:15][C:14]2[NH:13][C:12]3[CH:17]([CH2:20][C:21]([OH:23])=[O:22])[CH2:18][CH2:19][C:11]=3[C:10]=2[CH:9]=1)#[N:2]. The catalyst class is: 12.